Dataset: Forward reaction prediction with 1.9M reactions from USPTO patents (1976-2016). Task: Predict the product of the given reaction. (1) Given the reactants [OH:1][C:2]1[C:11]2[C:6](=[CH:7][C:8]([O:12][C:13]3[CH:18]=[CH:17][CH:16]=[CH:15][CH:14]=3)=[CH:9][CH:10]=2)[CH:5]=[N:4][C:3]=1[C:19]([NH:21][CH2:22][CH2:23][CH2:24][C:25]([OH:27])=[O:26])=[O:20].S(=O)(=O)(O)O.[CH3:33]O, predict the reaction product. The product is: [CH3:33][O:26][C:25](=[O:27])[CH2:24][CH2:23][CH2:22][NH:21][C:19]([C:3]1[N:4]=[CH:5][C:6]2[C:11]([C:2]=1[OH:1])=[CH:10][CH:9]=[C:8]([O:12][C:13]1[CH:14]=[CH:15][CH:16]=[CH:17][CH:18]=1)[CH:7]=2)=[O:20]. (2) Given the reactants [F:1][C:2]1[C:3]([OH:14])=[C:4]([C:11]([OH:13])=O)[C:5](=[O:10])[N:6]([CH3:9])[C:7]=1[CH3:8].C(N1C=CN=C1)(N1C=CN=C1)=O.[NH2:27][C:28]1[S:29][CH:30]=[C:31]([CH3:33])[N:32]=1, predict the reaction product. The product is: [F:1][C:2]1[C:3]([OH:14])=[C:4]([C:11]([NH:27][C:28]2[S:29][CH:30]=[C:31]([CH3:33])[N:32]=2)=[O:13])[C:5](=[O:10])[N:6]([CH3:9])[C:7]=1[CH3:8]. (3) Given the reactants [CH3:1][O:2][C:3](=[O:25])[CH:4]([NH:17][C:18]([O:20][C:21]([CH3:24])(C)C)=[O:19])[C:5]([S:8][CH2:9][C:10]1[CH:15]=[CH:14][C:13](Br)=[CH:12][CH:11]=1)([CH3:7])[CH3:6].[CH:26]1[C:34]2[C:33]3[CH:35]=[CH:36][CH:37]=[CH:38][C:32]=3[O:31][C:30]=2[C:29]([C:39]2[CH:44]=[CH:43][C:42](B(O)O)=[CH:41][CH:40]=2)=[CH:28][CH:27]=1.C([O-])([O-])=O.[K+].[K+].[C:54]1(C)C=CC=C[CH:55]=1, predict the reaction product. The product is: [CH3:1][O:2][C:3](=[O:25])[CH:4]([NH:17][C:18]([O:20][CH2:21][CH2:24][CH2:54][CH3:55])=[O:19])[C:5]([S:8][CH2:9][C:10]1[CH:11]=[CH:12][C:13]([C:42]2[CH:43]=[CH:44][C:39]([C:29]3[C:30]4[O:31][C:32]5[CH:38]=[CH:37][CH:36]=[CH:35][C:33]=5[C:34]=4[CH:26]=[CH:27][CH:28]=3)=[CH:40][CH:41]=2)=[CH:14][CH:15]=1)([CH3:6])[CH3:7]. (4) Given the reactants [Cl:1][C:2]1[CH:7]=[CH:6][C:5]([S:8]([CH:11]([C:22]2[CH:27]=[C:26]([F:28])[CH:25]=[CH:24][C:23]=2[F:29])[C:12]2[C:13]([CH3:21])=[CH:14][C:15]([C:18](O)=[O:19])=[N:16][CH:17]=2)(=[O:10])=[O:9])=[CH:4][CH:3]=1.Cl.[CH3:31][NH:32][CH3:33].ON1C2C=CC=CC=2N=N1.CN1CCOCC1.Cl.C(N=C=NCCCN(C)C)C, predict the reaction product. The product is: [Cl:1][C:2]1[CH:3]=[CH:4][C:5]([S:8]([CH:11]([C:22]2[CH:27]=[C:26]([F:28])[CH:25]=[CH:24][C:23]=2[F:29])[C:12]2[C:13]([CH3:21])=[CH:14][C:15]([C:18]([N:32]([CH3:33])[CH3:31])=[O:19])=[N:16][CH:17]=2)(=[O:9])=[O:10])=[CH:6][CH:7]=1. (5) Given the reactants C(O)(=O)C.O.[Cl:6][C:7]1[CH:8]=[C:9]([C:14]2([C:29]([F:32])([F:31])[F:30])[O:18][N:17]=[C:16]([C:19]3[CH:20]=[CH:21][C:22]([Cl:28])=[C:23]([N+:25]([O-])=O)[CH:24]=3)[CH2:15]2)[CH:10]=[C:11]([Cl:13])[CH:12]=1, predict the reaction product. The product is: [Cl:6][C:7]1[CH:8]=[C:9]([C:14]2([C:29]([F:30])([F:32])[F:31])[O:18][N:17]=[C:16]([C:19]3[CH:20]=[CH:21][C:22]([Cl:28])=[C:23]([CH:24]=3)[NH2:25])[CH2:15]2)[CH:10]=[C:11]([Cl:13])[CH:12]=1. (6) Given the reactants CC1(C)C(C)(C)OB([C:9]2[N:14]=[C:13]([N:15]3[CH2:20][CH2:19][CH2:18][CH2:17][C:16]3=[O:21])[CH:12]=[CH:11][CH:10]=2)O1.Br[C:24]1[CH:29]=[CH:28][C:27]([C@@H:30]([N:32]2[CH2:37][CH2:36][C@:35]([CH2:44][C:45]([OH:48])([CH3:47])[CH3:46])([C:38]3[CH:43]=[CH:42][CH:41]=[CH:40][CH:39]=3)[O:34][C:33]2=[O:49])[CH3:31])=[CH:26][CH:25]=1, predict the reaction product. The product is: [OH:48][C:45]([CH3:46])([CH3:47])[CH2:44][C@@:35]1([C:38]2[CH:43]=[CH:42][CH:41]=[CH:40][CH:39]=2)[O:34][C:33](=[O:49])[N:32]([C@H:30]([C:27]2[CH:26]=[CH:25][C:24]([C:9]3[CH:10]=[CH:11][CH:12]=[C:13]([N:15]4[CH2:20][CH2:19][CH2:18][CH2:17][C:16]4=[O:21])[N:14]=3)=[CH:29][CH:28]=2)[CH3:31])[CH2:37][CH2:36]1. (7) Given the reactants [N:1]1[CH:6]=[CH:5][C:4]([OH:7])=[CH:3][CH:2]=1.[CH3:8][O:9][CH2:10][C@H:11](O)[CH3:12].C1(P(C2C=CC=CC=2)C2C=CC=CC=2)C=CC=CC=1.CC(OC(/N=N/C(OC(C)C)=O)=O)C, predict the reaction product. The product is: [CH3:8][O:9][CH2:10][C@@H:11]([O:7][C:4]1[CH:5]=[CH:6][N:1]=[CH:2][CH:3]=1)[CH3:12].